Dataset: NCI-60 drug combinations with 297,098 pairs across 59 cell lines. Task: Regression. Given two drug SMILES strings and cell line genomic features, predict the synergy score measuring deviation from expected non-interaction effect. (1) Drug 1: C1=CC(=CC=C1CCCC(=O)O)N(CCCl)CCCl. Drug 2: CC(C)CN1C=NC2=C1C3=CC=CC=C3N=C2N. Cell line: UACC-257. Synergy scores: CSS=7.25, Synergy_ZIP=1.44, Synergy_Bliss=2.48, Synergy_Loewe=0.696, Synergy_HSA=0.991. (2) Drug 1: CCCCC(=O)OCC(=O)C1(CC(C2=C(C1)C(=C3C(=C2O)C(=O)C4=C(C3=O)C=CC=C4OC)O)OC5CC(C(C(O5)C)O)NC(=O)C(F)(F)F)O. Drug 2: CC1=C(C(=O)C2=C(C1=O)N3CC4C(C3(C2COC(=O)N)OC)N4)N. Cell line: MALME-3M. Synergy scores: CSS=32.1, Synergy_ZIP=-11.6, Synergy_Bliss=-7.78, Synergy_Loewe=-6.37, Synergy_HSA=-6.28. (3) Drug 1: CC(C)(C#N)C1=CC(=CC(=C1)CN2C=NC=N2)C(C)(C)C#N. Drug 2: CCCCCOC(=O)NC1=NC(=O)N(C=C1F)C2C(C(C(O2)C)O)O. Cell line: SF-539. Synergy scores: CSS=2.51, Synergy_ZIP=-5.28, Synergy_Bliss=-7.81, Synergy_Loewe=-5.16, Synergy_HSA=-5.16. (4) Drug 1: CCC1=CC2CC(C3=C(CN(C2)C1)C4=CC=CC=C4N3)(C5=C(C=C6C(=C5)C78CCN9C7C(C=CC9)(C(C(C8N6C)(C(=O)OC)O)OC(=O)C)CC)OC)C(=O)OC.C(C(C(=O)O)O)(C(=O)O)O. Drug 2: C1=NC2=C(N=C(N=C2N1C3C(C(C(O3)CO)O)F)Cl)N. Cell line: OVCAR-5. Synergy scores: CSS=46.1, Synergy_ZIP=-3.29, Synergy_Bliss=-1.59, Synergy_Loewe=-20.2, Synergy_HSA=0.00225. (5) Cell line: HCC-2998. Synergy scores: CSS=4.65, Synergy_ZIP=-2.55, Synergy_Bliss=-3.27, Synergy_Loewe=-2.19, Synergy_HSA=-1.83. Drug 1: CN1C(=O)N2C=NC(=C2N=N1)C(=O)N. Drug 2: C1=NNC2=C1C(=O)NC=N2. (6) Drug 1: C1=CC(=CC=C1CCCC(=O)O)N(CCCl)CCCl. Drug 2: CN(C(=O)NC(C=O)C(C(C(CO)O)O)O)N=O. Cell line: DU-145. Synergy scores: CSS=27.3, Synergy_ZIP=-10.4, Synergy_Bliss=-8.81, Synergy_Loewe=-26.0, Synergy_HSA=-8.07.